Dataset: Catalyst prediction with 721,799 reactions and 888 catalyst types from USPTO. Task: Predict which catalyst facilitates the given reaction. Reactant: [F:1][CH:2]([N:7]1[C:15]2[CH2:14][C:13]([CH3:17])([CH3:16])[CH2:12][C:11](=[O:18])[C:10]=2[C:9]([CH2:19][C:20]2[CH:25]=[CH:24][CH:23]=[CH:22][C:21]=2[S:26]([N:29]2[CH2:33][CH2:32][CH2:31][CH2:30]2)(=[O:28])=[O:27])=[C:8]1[CH3:34])[C:3]([O:5]C)=[O:4].[OH-].[Li+].Cl. Product: [F:1][CH:2]([N:7]1[C:15]2[CH2:14][C:13]([CH3:16])([CH3:17])[CH2:12][C:11](=[O:18])[C:10]=2[C:9]([CH2:19][C:20]2[CH:25]=[CH:24][CH:23]=[CH:22][C:21]=2[S:26]([N:29]2[CH2:33][CH2:32][CH2:31][CH2:30]2)(=[O:27])=[O:28])=[C:8]1[CH3:34])[C:3]([OH:5])=[O:4]. The catalyst class is: 87.